From a dataset of Peptide-MHC class I binding affinity with 185,985 pairs from IEDB/IMGT. Regression. Given a peptide amino acid sequence and an MHC pseudo amino acid sequence, predict their binding affinity value. This is MHC class I binding data. (1) The peptide sequence is ILHHHRNVF. The MHC is HLA-B15:03 with pseudo-sequence HLA-B15:03. The binding affinity (normalized) is 0.973. (2) The binding affinity (normalized) is 0.0847. The MHC is HLA-B15:17 with pseudo-sequence HLA-B15:17. The peptide sequence is RSSPRETMK.